This data is from Forward reaction prediction with 1.9M reactions from USPTO patents (1976-2016). The task is: Predict the product of the given reaction. Given the reactants C([O:3][C:4]([C:6]1[C:15](=[O:16])[C:14]2[C:9](=[CH:10][CH:11]=[CH:12][CH:13]=2)[N:8]([CH2:17][C:18]2[CH:23]=[CH:22][CH:21]=[C:20]([CH3:24])[N:19]=2)[CH:7]=1)=[O:5])C.[OH-].[Li+], predict the reaction product. The product is: [CH3:24][C:20]1[N:19]=[C:18]([CH2:17][N:8]2[C:9]3[C:14](=[CH:13][CH:12]=[CH:11][CH:10]=3)[C:15](=[O:16])[C:6]([C:4]([OH:5])=[O:3])=[CH:7]2)[CH:23]=[CH:22][CH:21]=1.